Dataset: Peptide-MHC class II binding affinity with 134,281 pairs from IEDB. Task: Regression. Given a peptide amino acid sequence and an MHC pseudo amino acid sequence, predict their binding affinity value. This is MHC class II binding data. (1) The peptide sequence is GELELQFRRVKCKYP. The MHC is HLA-DQA10401-DQB10402 with pseudo-sequence HLA-DQA10401-DQB10402. The binding affinity (normalized) is 0. (2) The peptide sequence is LIEKINAGFKAALAA. The MHC is DRB1_0802 with pseudo-sequence DRB1_0802. The binding affinity (normalized) is 0.472. (3) The peptide sequence is NNLMMIEQYPYVVIM. The MHC is HLA-DPA10201-DPB10501 with pseudo-sequence HLA-DPA10201-DPB10501. The binding affinity (normalized) is 0.452. (4) The peptide sequence is STNIRQAGVQYSR. The MHC is DRB5_0101 with pseudo-sequence DRB5_0101. The binding affinity (normalized) is 0.219.